From a dataset of Reaction yield outcomes from USPTO patents with 853,638 reactions. Predict the reaction yield, written as a fraction of the theoretical maximum amount of product (1.0 means a 100% yield; for example, 0.34 means a 34% yield). (1) The product is [Cl:9][C:10]1[C:11]([C:31]2[N:35]3[CH:36]=[CH:37][CH:38]=[CH:39][C:34]3=[N:33][CH:32]=2)=[N:12][C:13]([NH:16][C:17]2[CH:22]=[CH:21][C:20]([N:23]3[CH2:24][CH2:25][N:26]([C:6](=[O:7])[CH2:5][OH:4])[CH2:27][CH2:28]3)=[CH:19][C:18]=2[O:29][CH3:30])=[N:14][CH:15]=1. The catalyst is C(Cl)Cl.CO. The yield is 0.610. The reactants are C([O:4][CH2:5][C:6](Cl)=[O:7])(=O)C.[Cl:9][C:10]1[C:11]([C:31]2[N:35]3[CH:36]=[CH:37][CH:38]=[CH:39][C:34]3=[N:33][CH:32]=2)=[N:12][C:13]([NH:16][C:17]2[CH:22]=[CH:21][C:20]([N:23]3[CH2:28][CH2:27][NH:26][CH2:25][CH2:24]3)=[CH:19][C:18]=2[O:29][CH3:30])=[N:14][CH:15]=1.C(N(CC)C(C)C)(C)C.C([O-])([O-])=O.[K+].[K+]. (2) The yield is 0.0800. The product is [O:30]=[S:2]1(=[O:1])[CH2:7][CH2:6][N:5]([C:8]([C:10]2[N:11]([C:35]3[CH:36]=[N:31][CH:32]=[N:33][CH:34]=3)[C:12]3[C:17]([CH:18]=2)=[CH:16][C:15]([C:19]([N:21]2[CH2:22][CH2:23][N:24]([CH:27]([CH3:28])[CH3:29])[CH2:25][CH2:26]2)=[O:20])=[CH:14][CH:13]=3)=[O:9])[CH2:4][CH2:3]1. The reactants are [O:1]=[S:2]1(=[O:30])[CH2:7][CH2:6][N:5]([C:8]([C:10]2[NH:11][C:12]3[C:17]([CH:18]=2)=[CH:16][C:15]([C:19]([N:21]2[CH2:26][CH2:25][N:24]([CH:27]([CH3:29])[CH3:28])[CH2:23][CH2:22]2)=[O:20])=[CH:14][CH:13]=3)=[O:9])[CH2:4][CH2:3]1.[N:31]1[CH:36]=[C:35](B(O)O)[CH:34]=[N:33][CH:32]=1.N1C=CC=CC=1. The catalyst is C([O-])(=O)C.[Cu+2].C([O-])(=O)C.C(Cl)(Cl)Cl. (3) The catalyst is CS(C)=O.Cl[Pd](Cl)([P](C1C=CC=CC=1)(C1C=CC=CC=1)C1C=CC=CC=1)[P](C1C=CC=CC=1)(C1C=CC=CC=1)C1C=CC=CC=1. The reactants are [NH2:1][C:2]1[N:7]=[C:6]([N:8]2[C:12]3[CH:13]=[C:14](Br)[CH:15]=[CH:16][C:11]=3[N:10]=[C:9]2[O:18][CH:19]2[CH2:22][N:21]([CH2:23][CH2:24][OH:25])[CH2:20]2)[CH:5]=[CH:4][N:3]=1.[CH3:26][C:27]1[O:31][N:30]=[C:29]([C:32]([OH:36])([C:34]#[CH:35])[CH3:33])[CH:28]=1.C(N(CC)CC)C. The product is [NH2:1][C:2]1[N:7]=[C:6]([N:8]2[C:12]3[CH:13]=[C:14]([C:35]#[C:34][C:32]([C:29]4[CH:28]=[C:27]([CH3:26])[O:31][N:30]=4)([OH:36])[CH3:33])[CH:15]=[CH:16][C:11]=3[N:10]=[C:9]2[O:18][CH:19]2[CH2:22][N:21]([CH2:23][CH2:24][OH:25])[CH2:20]2)[CH:5]=[CH:4][N:3]=1. The yield is 0.0700. (4) The reactants are [CH3:1][N:2]1[CH:6]=[N:5][CH:4]=[N:3]1.[CH3:7][O:8][N:9]([CH3:13])[C:10](Cl)=[O:11]. The catalyst is C(#N)C.CCOCC. The product is [CH3:7][O:8][N:9]([CH3:13])[C:10]([C:6]1[N:2]([CH3:1])[N:3]=[CH:4][N:5]=1)=[O:11]. The yield is 0.650. (5) The reactants are [F:1][C:2]1[CH:10]=[C:9]2[C:5]([C:6]([C:20]3[CH:21]=[N:22][NH:23][CH:24]=3)=[CH:7][N:8]2[S:11]([C:14]2[CH:19]=[CH:18][CH:17]=[CH:16][CH:15]=2)(=[O:13])=[O:12])=[CH:4][CH:3]=1.Br[CH2:26][CH2:27][NH:28][C:29](=[O:35])[O:30][C:31]([CH3:34])([CH3:33])[CH3:32].C([O-])([O-])=O.[Cs+].[Cs+]. The catalyst is CN(C=O)C.[I-].C([N+](CCCC)(CCCC)CCCC)CCC. The product is [F:1][C:2]1[CH:10]=[C:9]2[C:5]([C:6]([C:20]3[CH:24]=[N:23][N:22]([CH2:26][CH2:27][NH:28][C:29](=[O:35])[O:30][C:31]([CH3:34])([CH3:33])[CH3:32])[CH:21]=3)=[CH:7][N:8]2[S:11]([C:14]2[CH:15]=[CH:16][CH:17]=[CH:18][CH:19]=2)(=[O:12])=[O:13])=[CH:4][CH:3]=1. The yield is 0.700. (6) The reactants are [CH2:1]([N:3]1[C:11]2[C:6](=[CH:7][CH:8]=[C:9]([O:12][CH3:13])[CH:10]=2)[C:5]([C:14]([OH:16])=O)=[CH:4]1)[CH3:2].C(Cl)Cl.C(Cl)(=O)C(Cl)=O.[NH4+:26].[OH-]. The catalyst is CN(C=O)C. The product is [CH2:1]([N:3]1[C:11]2[C:6](=[CH:7][CH:8]=[C:9]([O:12][CH3:13])[CH:10]=2)[C:5]([C:14]([NH2:26])=[O:16])=[CH:4]1)[CH3:2]. The yield is 0.540. (7) The reactants are [F:1][C:2]1[C:10]([F:11])=[C:9](F)[C:8]([F:13])=[C:7]([F:14])[C:3]=1[C:4](Cl)=[O:5].[Br:15][C:16]1[S:17][CH:18]=[CH:19][CH:20]=1.[Cl-].[Al+3].[Cl-].[Cl-]. The catalyst is C(=S)=S. The product is [F:14][C:7]1[C:8]([F:13])=[CH:9][C:10]([F:11])=[C:2]([F:1])[C:3]=1[C:4]([C:18]1[S:17][C:16]([Br:15])=[CH:20][CH:19]=1)=[O:5]. The yield is 0.320. (8) The reactants are [C:1]([O:5][C:6]([N:8]1[C:12]([CH3:14])([CH3:13])[CH2:11][CH2:10][C@@H:9]1[C@@H:15]([OH:39])[C@@H:16]([N:24](CC1C=CC=CC=1)CC1C=CC=CC=1)[CH2:17][C:18]1[CH:23]=[CH:22][CH:21]=[CH:20][CH:19]=1)=[O:7])([CH3:4])([CH3:3])[CH3:2].[H][H]. The catalyst is CO.[OH-].[OH-].[Pd+2]. The product is [C:1]([O:5][C:6]([N:8]1[C:12]([CH3:14])([CH3:13])[CH2:11][CH2:10][C@@H:9]1[C@@H:15]([OH:39])[C@@H:16]([NH2:24])[CH2:17][C:18]1[CH:19]=[CH:20][CH:21]=[CH:22][CH:23]=1)=[O:7])([CH3:2])([CH3:3])[CH3:4]. The yield is 0.870. (9) The reactants are [NH:1]1[CH2:5][CH2:4][CH2:3][C:2]1=[O:6].[C:7](O[C:7]([O:9][C:10]([CH3:13])([CH3:12])[CH3:11])=[O:8])([O:9][C:10]([CH3:13])([CH3:12])[CH3:11])=[O:8]. The catalyst is C1(C)C=CC=CC=1. The product is [O:6]=[C:2]1[CH2:3][CH2:4][CH2:5][N:1]1[C:7]([O:9][C:10]([CH3:13])([CH3:12])[CH3:11])=[O:8]. The yield is 0.970. (10) The reactants are Br[C:2]1[C:3]([F:12])=[C:4]([CH2:10][OH:11])[CH:5]=[CH:6][C:7]=1[O:8][CH3:9].[Cl:13][C:14]1[CH:15]=[C:16](B(O)O)[CH:17]=[CH:18][CH:19]=1.C([O-])([O-])=O.[Na+].[Na+].C1(C)C=CC=CC=1. The catalyst is C1C=CC([P]([Pd]([P](C2C=CC=CC=2)(C2C=CC=CC=2)C2C=CC=CC=2)([P](C2C=CC=CC=2)(C2C=CC=CC=2)C2C=CC=CC=2)[P](C2C=CC=CC=2)(C2C=CC=CC=2)C2C=CC=CC=2)(C2C=CC=CC=2)C2C=CC=CC=2)=CC=1.CCO. The product is [Cl:13][C:14]1[CH:19]=[C:18]([C:2]2[C:7]([O:8][CH3:9])=[CH:6][CH:5]=[C:4]([CH2:10][OH:11])[C:3]=2[F:12])[CH:17]=[CH:16][CH:15]=1. The yield is 0.670.